This data is from Full USPTO retrosynthesis dataset with 1.9M reactions from patents (1976-2016). The task is: Predict the reactants needed to synthesize the given product. (1) The reactants are: C([O:8][C:9]1[CH:36]=[C:35]([NH:37][CH3:38])[CH:34]=[CH:33][C:10]=1[C:11]([NH:13][C:14]1[CH:26]=[C:25]([C:27]2[CH:32]=[CH:31][CH:30]=[CH:29][CH:28]=2)[CH:24]=[CH:23][C:15]=1[C:16]([O:18][C:19]([CH3:22])([CH3:21])[CH3:20])=[O:17])=[O:12])C1C=CC=CC=1.O1CCOCC1. Given the product [OH:8][C:9]1[CH:36]=[C:35]([NH:37][CH3:38])[CH:34]=[CH:33][C:10]=1[C:11]([NH:13][C:14]1[CH:26]=[C:25]([C:27]2[CH:28]=[CH:29][CH:30]=[CH:31][CH:32]=2)[CH:24]=[CH:23][C:15]=1[C:16]([O:18][C:19]([CH3:22])([CH3:21])[CH3:20])=[O:17])=[O:12], predict the reactants needed to synthesize it. (2) The reactants are: Cl[C:2]1[N:7]=[C:6]([NH:8][C@@H:9]([C:15]([CH3:18])([CH3:17])[CH3:16])[CH2:10][S:11]([CH3:14])(=[O:13])=[O:12])[C:5]([F:19])=[CH:4][N:3]=1.[F:20][C:21]1[CH:22]=[C:23]2[C:29](B3OC(C)(C)C(C)(C)O3)=[CH:28][N:27]([S:39]([C:42]3[CH:47]=[CH:46][C:45]([CH3:48])=[CH:44][CH:43]=3)(=[O:41])=[O:40])[C:24]2=[N:25][CH:26]=1.[O-]P([O-])([O-])=O.[K+].[K+].[K+]. Given the product [CH3:16][C:15]([CH3:18])([CH3:17])[C@H:9]([NH:8][C:6]1[C:5]([F:19])=[CH:4][N:3]=[C:2]([C:29]2[C:23]3[C:24](=[N:25][CH:26]=[C:21]([F:20])[CH:22]=3)[N:27]([S:39]([C:42]3[CH:47]=[CH:46][C:45]([CH3:48])=[CH:44][CH:43]=3)(=[O:40])=[O:41])[CH:28]=2)[N:7]=1)[CH2:10][S:11]([CH3:14])(=[O:13])=[O:12], predict the reactants needed to synthesize it. (3) Given the product [O:4]([CH:3]([CH3:2])[CH3:5])[CH:11]([CH3:13])[CH3:12].[Br-:1].[C:11]([O:15][C:16]([NH:18][CH:19]([C:31]1[CH:36]=[CH:35][C:34]([O:37][CH3:38])=[CH:33][CH:32]=1)[C:20]([O:22][C@@H:23]1[CH:28]2[CH2:27][CH2:26][N+:25]([CH2:2][C:3](=[O:4])[C:5]3[CH:10]=[CH:9][CH:8]=[CH:7][CH:6]=3)([CH2:30][CH2:29]2)[CH2:24]1)=[O:21])=[O:17])([CH3:14])([CH3:13])[CH3:12], predict the reactants needed to synthesize it. The reactants are: [Br:1][CH2:2][C:3]([C:5]1[CH:10]=[CH:9][CH:8]=[CH:7][CH:6]=1)=[O:4].[C:11]([O:15][C:16]([NH:18][CH:19]([C:31]1[CH:36]=[CH:35][C:34]([O:37][CH3:38])=[CH:33][CH:32]=1)[C:20]([O:22][C@@H:23]1[CH:28]2[CH2:29][CH2:30][N:25]([CH2:26][CH2:27]2)[CH2:24]1)=[O:21])=[O:17])([CH3:14])([CH3:13])[CH3:12]. (4) Given the product [Cl:17][C:9]1[C:10]2[NH:14][C:13](=[O:15])[N:12]([CH3:16])[C:11]=2[C:6]([CH:3]([CH2:4][CH3:5])[CH2:1][CH3:2])=[CH:7][CH:8]=1, predict the reactants needed to synthesize it. The reactants are: [CH2:1]([CH:3]([C:6]1[C:11]2[N:12]([CH3:16])[C:13](=[O:15])[NH:14][C:10]=2[CH:9]=[CH:8][CH:7]=1)[CH2:4][CH3:5])[CH3:2].[Cl:17]N1C(=O)CCC1=O. (5) Given the product [Br:1][C:2]1[CH:3]=[C:4]2[CH2:10][CH2:9][N:8]([C:13]([NH2:15])=[O:14])[C:5]2=[N:6][CH:7]=1, predict the reactants needed to synthesize it. The reactants are: [Br:1][C:2]1[CH:3]=[C:4]2[CH2:10][CH2:9][NH:8][C:5]2=[N:6][CH:7]=1.ClC(Cl)(Cl)[C:13]([N:15]=C=O)=[O:14].[OH-].[K+]. (6) The reactants are: [F:1][C:2]1[CH:20]=[C:19]([N+:21]([O-])=O)[CH:18]=[CH:17][C:3]=1[O:4][C:5]1[CH:10]=[CH:9][N:8]=[C:7]2[CH:11]=[C:12]([C:14](Cl)=[O:15])[S:13][C:6]=12.[CH2:24]([NH:28][CH2:29][CH:30]([CH3:32])[CH3:31])[CH:25]([CH3:27])[CH3:26].Cl.[C:34]1([CH2:40][C:41]([N:43]=[C:44]=[S:45])=[O:42])[CH:39]=[CH:38][CH:37]=[CH:36][CH:35]=1. Given the product [F:1][C:2]1[CH:20]=[C:19]([NH:21][C:44]([NH:43][C:41](=[O:42])[CH2:40][C:34]2[CH:35]=[CH:36][CH:37]=[CH:38][CH:39]=2)=[S:45])[CH:18]=[CH:17][C:3]=1[O:4][C:5]1[CH:10]=[CH:9][N:8]=[C:7]2[CH:11]=[C:12]([C:14]([N:28]([CH2:29][CH:30]([CH3:32])[CH3:31])[CH2:24][CH:25]([CH3:27])[CH3:26])=[O:15])[S:13][C:6]=12, predict the reactants needed to synthesize it. (7) Given the product [Cl:1][C:2]1[N:3]=[CH:4][C:5]([CH2:8][N:9]2[C:10]3=[C:14]([N+:15]([O-:17])=[O:16])[CH:21]4[O:23][CH:18]([N:11]3[CH2:12][CH2:13]2)[CH2:19][CH2:20]4)=[CH:6][CH:7]=1, predict the reactants needed to synthesize it. The reactants are: [Cl:1][C:2]1[CH:7]=[CH:6][C:5]([CH2:8][N:9]2[CH2:13][CH2:12][NH:11][C:10]2=[CH:14][N+:15]([O-:17])=[O:16])=[CH:4][N:3]=1.[CH:18](=[O:23])[CH2:19][CH2:20][CH:21]=O.Cl. (8) Given the product [C:1]([C:4]1[C:12]2[C:7](=[CH:8][CH:9]=[C:10]([O:13][CH2:14][C:15]3[N:16]=[CH:17][CH:18]=[CH:19][N:20]=3)[CH:11]=2)[N:6]([CH2:21][C:22]([OH:24])=[O:23])[N:5]=1)(=[O:3])[CH3:2], predict the reactants needed to synthesize it. The reactants are: [C:1]([C:4]1[C:12]2[C:7](=[CH:8][CH:9]=[C:10]([O:13][CH2:14][C:15]3[N:20]=[CH:19][CH:18]=[CH:17][N:16]=3)[CH:11]=2)[N:6]([CH2:21][C:22]([O:24]C)=[O:23])[N:5]=1)(=[O:3])[CH3:2].O[Li].O. (9) Given the product [NH2:11][C:10](=[N:8][OH:9])[C:12]([N:18]1[CH:22]=[N:21][CH:20]=[N:19]1)=[N:13][O:14][CH:15]([CH3:17])[CH3:16], predict the reactants needed to synthesize it. The reactants are: C(=O)([O-])[O-].[K+].[K+].Cl.[NH2:8][OH:9].[C:10]([C:12]([N:18]1[CH:22]=[N:21][CH:20]=[N:19]1)=[N:13][O:14][CH:15]([CH3:17])[CH3:16])#[N:11].Cl. (10) Given the product [C:9]12([C:6]3[CH:7]=[C:2]([Br:1])[CH:3]=[CH:4][C:5]=3[OH:8])[CH2:18][CH:13]3[CH2:14][CH:15]([CH2:17][CH:11]([CH2:12]3)[CH2:10]1)[CH2:16]2, predict the reactants needed to synthesize it. The reactants are: [Br:1][C:2]1[CH:7]=[CH:6][C:5]([OH:8])=[CH:4][CH:3]=1.[C:9]12(O)[CH2:18][CH:13]3[CH2:14][CH:15]([CH2:17][CH:11]([CH2:12]3)[CH2:10]1)[CH2:16]2.OS(O)(=O)=O.C([O-])(O)=O.[Na+].